This data is from Peptide-MHC class I binding affinity with 185,985 pairs from IEDB/IMGT. The task is: Regression. Given a peptide amino acid sequence and an MHC pseudo amino acid sequence, predict their binding affinity value. This is MHC class I binding data. (1) The peptide sequence is SSGKLGLIT. The MHC is HLA-A02:01 with pseudo-sequence HLA-A02:01. The binding affinity (normalized) is 0.151. (2) The peptide sequence is WYKMWRVSK. The MHC is HLA-B39:01 with pseudo-sequence HLA-B39:01. The binding affinity (normalized) is 0.0847. (3) The peptide sequence is YTVKHPNL. The MHC is H-2-Db with pseudo-sequence H-2-Db. The binding affinity (normalized) is 0.173. (4) The peptide sequence is NLLDSYFVV. The MHC is HLA-A02:03 with pseudo-sequence HLA-A02:03. The binding affinity (normalized) is 0.844. (5) The peptide sequence is RYSHWTKL. The MHC is HLA-B07:02 with pseudo-sequence HLA-B07:02. The binding affinity (normalized) is 0.0983. (6) The peptide sequence is NEEAADWDL. The MHC is Mamu-A11 with pseudo-sequence Mamu-A11. The binding affinity (normalized) is 0.376.